From a dataset of Forward reaction prediction with 1.9M reactions from USPTO patents (1976-2016). Predict the product of the given reaction. The product is: [NH2:1][C:2]1[N:15]([CH:16]2[CH2:17][CH2:18][CH2:19][CH2:20][CH2:21]2)[C:12]2[CH:13]=[CH:14][C:9]([C:8]([O:7][CH2:5][CH3:6])=[O:23])=[CH:10][C:11]=2[N:22]=1. Given the reactants [N:1]#[C:2]Br.O.[CH2:5]([O:7][C:8](=[O:23])[C:9]1[CH:14]=[CH:13][C:12]([NH:15][CH:16]2[CH2:21][CH2:20][CH2:19][CH2:18][CH2:17]2)=[C:11]([NH2:22])[CH:10]=1)[CH3:6].C(O)C, predict the reaction product.